The task is: Predict the reactants needed to synthesize the given product.. This data is from Full USPTO retrosynthesis dataset with 1.9M reactions from patents (1976-2016). (1) Given the product [CH:29]1[C:30]2[C:25](=[C:24]([NH:23][C:7]([CH:4]3[CH2:3][CH2:2][N:1]([C:10]4[CH:15]=[CH:14][N:13]=[CH:12][CH:11]=4)[CH2:6][CH2:5]3)=[O:9])[CH:33]=[CH:32][CH:31]=2)[CH:26]=[N:27][N:28]=1, predict the reactants needed to synthesize it. The reactants are: [N:1]1([C:10]2[CH:15]=[CH:14][N:13]=[CH:12][CH:11]=2)[CH2:6][CH2:5][CH:4]([C:7]([OH:9])=O)[CH2:3][CH2:2]1.BrC1C=CN=CC=1.[NH2:23][C:24]1[CH:33]=[CH:32][CH:31]=[C:30]2[C:25]=1[CH:26]=[N:27][N:28]=[CH:29]2. (2) Given the product [CH:8]([C:6]1[CH:5]=[CH:4][C:3]([N:10]2[CH2:11][CH2:12][CH:13]([C:16]([O:18][CH3:19])=[O:17])[CH2:14][CH2:15]2)=[C:2]([NH:1][C:32]([C:29]2[CH:28]=[C:27]([CH3:26])[O:31][N:30]=2)=[O:33])[CH:7]=1)=[O:9], predict the reactants needed to synthesize it. The reactants are: [NH2:1][C:2]1[CH:7]=[C:6]([CH:8]=[O:9])[CH:5]=[CH:4][C:3]=1[N:10]1[CH2:15][CH2:14][CH:13]([C:16]([O:18][CH3:19])=[O:17])[CH2:12][CH2:11]1.N1C=CC=CC=1.[CH3:26][C:27]1[O:31][N:30]=[C:29]([C:32](Cl)=[O:33])[CH:28]=1. (3) Given the product [OH:28][CH2:27][C@H:26]([NH:25][C:7]1[N:8]=[C:9]([C:11]2[CH:16]=[CH:15][C:14]([Cl:17])=[C:13]([Cl:18])[CH:12]=2)[C:10]2[C:2]([NH2:1])=[C:3]([C:22]([NH2:24])=[O:23])[S:4][C:5]=2[N:6]=1)[CH:29]([CH3:31])[CH3:30], predict the reactants needed to synthesize it. The reactants are: [NH2:1][C:2]1[C:10]2[C:9]([C:11]3[CH:16]=[CH:15][C:14]([Cl:17])=[C:13]([Cl:18])[CH:12]=3)=[N:8][C:7](S(C)=O)=[N:6][C:5]=2[S:4][C:3]=1[C:22]([NH2:24])=[O:23].[NH2:25][C@@H:26]([CH:29]([CH3:31])[CH3:30])[CH2:27][OH:28]. (4) Given the product [NH:21]([C:38]([O:40][C:41]([CH3:44])([CH3:43])[CH3:42])=[O:39])[C@H:22]([C:35]([O:20][C:17]([CH3:19])([CH3:18])[CH3:16])=[O:36])[CH2:23][NH:24][C:25]([O:27][CH2:28][C:29]1[CH:30]=[CH:31][CH:32]=[CH:33][CH:34]=1)=[O:26], predict the reactants needed to synthesize it. The reactants are: C1CCC(N=C=NC2CCCCC2)CC1.[CH3:16][C:17]([OH:20])([CH3:19])[CH3:18].[NH:21]([C:38]([O:40][C:41]([CH3:44])([CH3:43])[CH3:42])=[O:39])[C@H:22]([C:35](O)=[O:36])[CH2:23][NH:24][C:25]([O:27][CH2:28][C:29]1[CH:34]=[CH:33][CH:32]=[CH:31][CH:30]=1)=[O:26]. (5) The reactants are: Cl[C:2]1[CH:3]=[CH:4][C:5]2[N:6]=[CH:7][N:8]=[C:9]([O:12][CH3:13])[C:10]=2[N:11]=1.[Cl:14][C:15]1[C:20](B2OC(C)(C)C(C)(C)O2)=[CH:19][CH:18]=[CH:17][N:16]=1.C([O-])([O-])=O.[Na+].[Na+]. Given the product [Cl:14][C:15]1[C:20]([C:2]2[CH:3]=[CH:4][C:5]3[N:6]=[CH:7][N:8]=[C:9]([O:12][CH3:13])[C:10]=3[N:11]=2)=[CH:19][CH:18]=[CH:17][N:16]=1, predict the reactants needed to synthesize it. (6) Given the product [CH3:14][C:9]([CH3:15])([CH2:8][C:4]1[CH:5]=[CH:6][CH:7]=[C:2]([B:16]2[O:20][C:19]([CH3:22])([CH3:21])[C:18]([CH3:24])([CH3:23])[O:17]2)[CH:3]=1)[C:10]([O:12][CH3:13])=[O:11], predict the reactants needed to synthesize it. The reactants are: Br[C:2]1[CH:3]=[C:4]([CH2:8][C:9]([CH3:15])([CH3:14])[C:10]([O:12][CH3:13])=[O:11])[CH:5]=[CH:6][CH:7]=1.[B:16]1([B:16]2[O:20][C:19]([CH3:22])([CH3:21])[C:18]([CH3:24])([CH3:23])[O:17]2)[O:20][C:19]([CH3:22])([CH3:21])[C:18]([CH3:24])([CH3:23])[O:17]1.CC([O-])=O.[K+].O. (7) Given the product [Cl:1][C:2]1[CH:3]=[C:4]([NH:5][C:38]2[C:39]3[N:31]([CH2:30][CH2:29][OH:28])[CH:32]=[CH:33][C:34]=3[N:35]=[CH:36][N:37]=2)[CH:6]=[CH:7][C:8]=1[O:9][C:10]1[C:11]2[CH:18]=[CH:17][N:16]([CH3:19])[C:12]=2[N:13]=[CH:14][N:15]=1, predict the reactants needed to synthesize it. The reactants are: [Cl:1][C:2]1[CH:3]=[C:4]([CH:6]=[CH:7][C:8]=1[O:9][C:10]1[C:11]2[CH:18]=[CH:17][N:16]([CH3:19])[C:12]=2[N:13]=[CH:14][N:15]=1)[NH2:5].C([O:28][CH2:29][CH2:30][N:31]1[C:39]2[C:38](Cl)=[N:37][CH:36]=[N:35][C:34]=2[CH:33]=[CH:32]1)(=O)C1C=CC=CC=1.